From a dataset of Peptide-MHC class I binding affinity with 185,985 pairs from IEDB/IMGT. Regression. Given a peptide amino acid sequence and an MHC pseudo amino acid sequence, predict their binding affinity value. This is MHC class I binding data. (1) The peptide sequence is ARVAASLAK. The MHC is HLA-B51:01 with pseudo-sequence HLA-B51:01. The binding affinity (normalized) is 0.0847. (2) The peptide sequence is AAVSADPLA. The MHC is HLA-A02:01 with pseudo-sequence HLA-A02:01. The binding affinity (normalized) is 0. (3) The peptide sequence is IFIRTIYYH. The MHC is HLA-A02:01 with pseudo-sequence HLA-A02:01. The binding affinity (normalized) is 0.0847. (4) The peptide sequence is KRFLNGAKY. The MHC is HLA-B27:05 with pseudo-sequence HLA-B27:05. The binding affinity (normalized) is 0.719. (5) The binding affinity (normalized) is 0.0847. The MHC is HLA-B51:01 with pseudo-sequence HLA-B51:01. The peptide sequence is FQAGWEDPT. (6) The peptide sequence is MVDESMMMS. The MHC is HLA-B35:01 with pseudo-sequence HLA-B35:01. The binding affinity (normalized) is 0.447. (7) The peptide sequence is SFVTDLEKY. The MHC is HLA-B57:01 with pseudo-sequence HLA-B57:01. The binding affinity (normalized) is 0.0847. (8) The peptide sequence is IEELFYSYA. The MHC is HLA-B45:01 with pseudo-sequence HLA-B45:01. The binding affinity (normalized) is 0.639. (9) The peptide sequence is YSDNEMLTH. The MHC is HLA-B18:01 with pseudo-sequence HLA-B18:01. The binding affinity (normalized) is 0.0847.